Dataset: Forward reaction prediction with 1.9M reactions from USPTO patents (1976-2016). Task: Predict the product of the given reaction. (1) The product is: [C:1]([O:5][C:6]([N:8]1[CH2:13][CH2:12][CH:11]([O:14][CH3:17])[CH2:10][CH2:9]1)=[O:7])([CH3:4])([CH3:2])[CH3:3]. Given the reactants [C:1]([O:5][C:6]([N:8]1[CH2:13][CH2:12][CH:11]([OH:14])[CH2:10][CH2:9]1)=[O:7])([CH3:4])([CH3:3])[CH3:2].[H-].[Na+].[CH3:17]I.O, predict the reaction product. (2) Given the reactants [F:1][C:2]1[CH:7]=[C:6]([CH2:8][C:9]([C:11]2[CH:16]=[CH:15][N:14]=[CH:13][CH:12]=2)=[O:10])[CH:5]=[CH:4][N:3]=1.[Br:17]Br, predict the reaction product. The product is: [BrH:17].[Br:17][CH:8]([C:6]1[CH:5]=[CH:4][N:3]=[C:2]([F:1])[CH:7]=1)[C:9]([C:11]1[CH:16]=[CH:15][N:14]=[CH:13][CH:12]=1)=[O:10]. (3) Given the reactants [CH:1]1([N:5]2[CH2:11][CH2:10][C:9]3[CH:12]=[C:13]([OH:16])[CH:14]=[CH:15][C:8]=3[CH2:7][CH2:6]2)[CH2:4][CH2:3][CH2:2]1.I[C:18]1[CH:19]=[CH:20][C:21]([C:24]#[N:25])=[N:22][CH:23]=1, predict the reaction product. The product is: [CH:1]1([N:5]2[CH2:6][CH2:7][C:8]3[CH:15]=[CH:14][C:13]([O:16][C:18]4[CH:19]=[CH:20][C:21]([C:24]#[N:25])=[N:22][CH:23]=4)=[CH:12][C:9]=3[CH2:10][CH2:11]2)[CH2:4][CH2:3][CH2:2]1. (4) Given the reactants CC([O-])(C)C.[K+].[CH2:7]([N:9]1[C:17]2[C:12](=[CH:13][CH:14]=[CH:15][CH:16]=2)[CH:11]=[CH:10]1)[CH3:8].[SiH:18]([CH2:23][CH3:24])([CH2:21][CH3:22])[CH2:19][CH3:20], predict the reaction product. The product is: [CH2:7]([N:9]1[C:17]2[C:12](=[CH:13][CH:14]=[CH:15][CH:16]=2)[CH:11]=[C:10]1[Si:18]([CH2:23][CH3:24])([CH2:21][CH3:22])[CH2:19][CH3:20])[CH3:8]. (5) Given the reactants [OH:1][C:2]1[CH:7]=[CH:6][C:5]([C:8]2[CH:16]=[C:15]3[C:11]([CH2:12][C:13](=[O:17])[NH:14]3)=[CH:10][CH:9]=2)=[CH:4][C:3]=1[O:18][CH3:19].[Se:20]1[CH:24]=[CH:23][CH:22]=[C:21]1[CH:25]=O, predict the reaction product. The product is: [OH:1][C:2]1[CH:7]=[CH:6][C:5]([C:8]2[CH:16]=[C:15]3[C:11](/[C:12](=[CH:25]/[C:21]4[Se:20][CH:24]=[CH:23][CH:22]=4)/[C:13](=[O:17])[NH:14]3)=[CH:10][CH:9]=2)=[CH:4][C:3]=1[O:18][CH3:19]. (6) Given the reactants [CH3:1][C:2]1[CH:3]=[CH:4][C:5]([C:21]([NH:23][C:24]2[CH:25]=[C:26]([C:36]([F:39])([F:38])[F:37])[CH:27]=[C:28]([N:30]3[CH:34]=[N:33][C:32]([CH3:35])=[CH:31]3)[CH:29]=2)=[O:22])=[CH:6][C:7]=1[NH:8][C:9]1[N:10]=[CH:11][CH:12]=[C:13]([C:15]2[CH:16]=[CH:17][CH:18]=[N:19][CH:20]=2)[N:14]=1.[C:40]([OH:48])(=[O:47])[C@H:41]([CH2:43][C:44]([OH:46])=[O:45])[OH:42], predict the reaction product. The product is: [CH3:1][C:2]1[CH:3]=[CH:4][C:5]([C:21]([NH:23][C:24]2[CH:25]=[C:26]([C:36]([F:38])([F:39])[F:37])[CH:27]=[C:28]([N:30]3[CH:34]=[N:33][C:32]([CH3:35])=[CH:31]3)[CH:29]=2)=[O:22])=[CH:6][C:7]=1[NH:8][C:9]1[N:10]=[CH:11][CH:12]=[C:13]([C:15]2[CH:16]=[CH:17][CH:18]=[N:19][CH:20]=2)[N:14]=1.[C:40]([O-:48])(=[O:47])[C@H:41]([CH2:43][C:44]([O-:46])=[O:45])[OH:42]. (7) The product is: [CH2:25]([O:27][C:28]([C:29]1[CH:30]=[N:14][N:15]2[C:16]([O:23][CH3:24])=[CH:17][CH:18]=[C:19]([CH2:21][OH:22])[C:20]=12)=[O:31])[CH3:26]. Given the reactants CC1C=C(C)C=C(C)C=1S([O-])(=O)=O.[NH2:14][N+:15]1[CH:20]=[C:19]([CH2:21][OH:22])[CH:18]=[CH:17][C:16]=1[O:23][CH3:24].[CH2:25]([O:27][C:28](=[O:31])[CH2:29][CH3:30])[CH3:26].C(=O)([O-])[O-].[K+].[K+].O, predict the reaction product.